Task: Predict which catalyst facilitates the given reaction.. Dataset: Catalyst prediction with 721,799 reactions and 888 catalyst types from USPTO (1) Reactant: [C:1]12([CH2:11][NH:12][C:13]([C:15]3[N:20]4[CH:21]=[C:22]([CH2:24][CH2:25][N:26]5C(=O)C6C(=CC=CC=6)C5=O)[N:23]=[C:19]4[CH:18]=[CH:17][CH:16]=3)=[O:14])[CH2:10][CH:5]3[CH2:6][CH:7]([CH2:9][CH:3]([CH2:4]3)[CH2:2]1)[CH2:8]2.NN. Product: [C:1]12([CH2:11][NH:12][C:13]([C:15]3[N:20]4[CH:21]=[C:22]([CH2:24][CH2:25][NH2:26])[N:23]=[C:19]4[CH:18]=[CH:17][CH:16]=3)=[O:14])[CH2:8][CH:7]3[CH2:9][CH:3]([CH2:4][CH:5]([CH2:6]3)[CH2:10]1)[CH2:2]2. The catalyst class is: 14. (2) Reactant: [Br:1][CH2:2][CH2:3][CH2:4][CH:5]=[CH2:6].[CH3:7][C@:8]12[CH2:25][CH2:24][C@H:23]3[C@@H:13]([CH2:14][CH2:15][C:16]4[C@:21]3([CH3:22])[CH:20]=[CH:19][C:18](=[O:26])[CH:17]=4)[C@@H:12]1[CH2:11][CH2:10][C:9]2=[O:27].C[Si](Cl)(C)C. Product: [Br:1][CH2:2][CH2:3][CH2:4][CH2:5][CH2:6][C@@H:20]1[C@@:21]2([CH3:22])[C:16]([CH2:15][CH2:14][C@@H:13]3[C@@H:23]2[CH2:24][CH2:25][C@@:8]2([CH3:7])[C@H:12]3[CH2:11][CH2:10][C:9]2=[O:27])=[CH:17][C:18](=[O:26])[CH2:19]1. The catalyst class is: 158. (3) Reactant: [O:1]1CCCO[CH:2]1[C:7]1[CH:12]=[CH:11][C:10]([C:13]2[S:14][C:15]3[C:20]([N:21]=2)=[CH:19][CH:18]=[C:17]([C:22]2([C:28]4[CH:33]=[CH:32][CH:31]=[CH:30][CH:29]=4)[CH2:27][CH2:26][CH2:25][CH2:24][CH2:23]2)[N:16]=3)=[C:9]([F:34])[CH:8]=1.[OH-].[Na+]. The catalyst class is: 1. Product: [F:34][C:9]1[CH:8]=[C:7]([CH:12]=[CH:11][C:10]=1[C:13]1[S:14][C:15]2[C:20]([N:21]=1)=[CH:19][CH:18]=[C:17]([C:22]1([C:28]3[CH:29]=[CH:30][CH:31]=[CH:32][CH:33]=3)[CH2:23][CH2:24][CH2:25][CH2:26][CH2:27]1)[N:16]=2)[CH:2]=[O:1].